Predict the reactants needed to synthesize the given product. From a dataset of Full USPTO retrosynthesis dataset with 1.9M reactions from patents (1976-2016). (1) Given the product [Cl:1][C:2]1[CH:25]=[CH:24][C:5]([CH2:6][N:7]2[C:15]3[C:10](=[CH:11][C:12](/[CH:16]=[C:17]4/[C:18](=[O:23])[N:19]([CH2:33][CH2:32][O:31][CH3:30])[C:20](=[O:22])[S:21]/4)=[CH:13][CH:14]=3)[CH:9]=[N:8]2)=[C:4]([C:26]([F:27])([F:29])[F:28])[CH:3]=1, predict the reactants needed to synthesize it. The reactants are: [Cl:1][C:2]1[CH:25]=[CH:24][C:5]([CH2:6][N:7]2[C:15]3[C:10](=[CH:11][C:12](/[CH:16]=[C:17]4/[C:18](=[O:23])[NH:19][C:20](=[O:22])[S:21]/4)=[CH:13][CH:14]=3)[CH:9]=[N:8]2)=[C:4]([C:26]([F:29])([F:28])[F:27])[CH:3]=1.[CH3:30][O:31][CH2:32][CH2:33]Br. (2) Given the product [F:8][C:7]1[C:2]([NH:1][S:18]([CH:15]2[CH2:17][CH2:16]2)(=[O:20])=[O:19])=[N:3][CH:4]=[CH:5][CH:6]=1, predict the reactants needed to synthesize it. The reactants are: [NH2:1][C:2]1[C:7]([F:8])=[CH:6][CH:5]=[CH:4][N:3]=1.N1C=CC=CC=1.[CH:15]1([S:18](Cl)(=[O:20])=[O:19])[CH2:17][CH2:16]1.C(OCC)C. (3) Given the product [F:33][C:30]1[C:31]([NH:32][C:4](=[O:6])[CH:3]([CH3:2])[CH2:7][CH2:8][N:9]2[CH2:13][CH2:12][CH2:11][CH2:10]2)=[N:27][NH:28][C:29]=1[C:34]1[CH:35]=[N:36][C:37]([CH3:40])=[CH:38][CH:39]=1, predict the reactants needed to synthesize it. The reactants are: Cl.[CH3:2][CH:3]([CH2:7][CH2:8][N:9]1[CH2:13][CH2:12][CH2:11][CH2:10]1)[C:4]([OH:6])=O.C(Cl)(=O)C(Cl)=O.C(OC([N:27]1[C:31]([NH2:32])=[C:30]([F:33])[C:29]([C:34]2[CH:35]=[N:36][C:37]([CH3:40])=[CH:38][CH:39]=2)=[N:28]1)=O)(C)(C)C.Cl. (4) Given the product [CH3:19][C@@:2]([NH2:1])([C:3]([OH:5])=[O:4])[CH2:10][C:11]1[CH:16]=[CH:15][C:14]([OH:17])=[CH:13][CH:12]=1, predict the reactants needed to synthesize it. The reactants are: [NH2:1][C:2]([CH3:19])([CH2:10][C:11]1[CH:16]=[CH:15][C:14]([O:17]C)=[CH:13][CH:12]=1)[C:3]([O:5]C(C)(C)C)=[O:4].B(Br)(Br)Br.C([O-])(O)=O.[Na+]. (5) Given the product [CH3:44][N:42]([CH3:43])[CH2:41][CH2:40][O:39][C:36]1[CH:35]=[CH:34][C:33]([N:32]2[CH:31]=[CH:30][N:26]([C:23]3[CH:22]=[CH:21][C:20]([O:19][C:14]4[CH:15]=[CH:16][CH:17]=[CH:18][C:13]=4[CH3:27])=[CH:25][CH:24]=3)[C:1]2=[O:2])=[CH:38][CH:37]=1, predict the reactants needed to synthesize it. The reactants are: [C:1](N1C=CN=C1)(N1C=CN=C1)=[O:2].[C:13]1([CH3:27])[CH:18]=[CH:17][CH:16]=[CH:15][C:14]=1[O:19][C:20]1[CH:25]=[CH:24][C:23]([NH2:26])=[CH:22][CH:21]=1.CO[CH:30](OC)[CH2:31][NH:32][C:33]1[CH:38]=[CH:37][C:36]([O:39][CH2:40][CH2:41][N:42]([CH3:44])[CH3:43])=[CH:35][CH:34]=1.FC(F)(F)C(O)=O.